This data is from Full USPTO retrosynthesis dataset with 1.9M reactions from patents (1976-2016). The task is: Predict the reactants needed to synthesize the given product. Given the product [CH3:1][C:2]1[C:7]([N+:8]([O-:10])=[O:9])=[CH:6][CH:5]=[CH:4][C:3]=1[CH2:11][C:12]([N:25]([CH2:26][CH2:27][CH3:28])[CH2:22][CH2:23][CH3:24])=[O:14], predict the reactants needed to synthesize it. The reactants are: [CH3:1][C:2]1[C:7]([N+:8]([O-:10])=[O:9])=[CH:6][CH:5]=[CH:4][C:3]=1[CH2:11][C:12]([OH:14])=O.[C-]#N.[K+].S(Cl)(Cl)=O.[CH2:22]([NH:25][CH2:26][CH2:27][CH3:28])[CH2:23][CH3:24].